Dataset: Catalyst prediction with 721,799 reactions and 888 catalyst types from USPTO. Task: Predict which catalyst facilitates the given reaction. Reactant: OO.[CH:3]([OH:5])=[O:4].[CH2:6]=[CH:7][CH2:8][CH2:9][CH2:10][CH2:11][CH2:12][CH2:13][CH2:14][CH2:15][CH2:16][CH2:17][CH2:18]C.CC=CCCCCCCCCCCC.CCC=CCCCCCCCCCC.CCCC=CCCCCCCCCC.CCCCC=CCCCCCCCC.CCCCCC=CCCCCCCC.CCCCCCC=CCCCCCC.[OH-].[Na+]. Product: [C:3]([OH:5])([OH:4])=[CH:18][CH2:17][CH2:16][CH2:15][CH2:14][CH2:13][CH2:12][CH2:11][CH2:10][CH2:9][CH2:8][CH2:7][CH3:6]. The catalyst class is: 13.